This data is from Forward reaction prediction with 1.9M reactions from USPTO patents (1976-2016). The task is: Predict the product of the given reaction. Given the reactants [C:1]([NH:5][CH2:6][CH:7]([C:12]1[CH:17]=[CH:16][C:15]([Cl:18])=[CH:14][CH:13]=1)[C:8]([O:10]C)=[O:9])([CH3:4])([CH3:3])[CH3:2].O([Si](C)(C)C)[K:20], predict the reaction product. The product is: [C:1]([NH:5][CH2:6][CH:7]([C:12]1[CH:17]=[CH:16][C:15]([Cl:18])=[CH:14][CH:13]=1)[C:8]([O-:10])=[O:9])([CH3:4])([CH3:2])[CH3:3].[K+:20].